The task is: Predict which catalyst facilitates the given reaction.. This data is from Catalyst prediction with 721,799 reactions and 888 catalyst types from USPTO. (1) Reactant: [CH2:1]([O:3][C:4]([N:6]1[CH:15]=[CH:14][C:13]2[C:8](=[CH:9][C:10]([O:21][CH3:22])=[C:11]([O:16][CH2:17][CH2:18][CH2:19][OH:20])[CH:12]=2)[CH:7]1[CH2:23][C:24]1[CH:29]=[CH:28][CH:27]=[C:26]([O:30][CH3:31])[CH:25]=1)=[O:5])[CH3:2].[C:32](OC(=O)C)(=[O:34])[CH3:33]. Product: [CH2:1]([O:3][C:4]([N:6]1[CH:15]=[CH:14][C:13]2[C:8](=[CH:9][C:10]([O:21][CH3:22])=[C:11]([O:16][CH2:17][CH2:18][CH2:19][O:20][C:32](=[O:34])[CH3:33])[CH:12]=2)[CH:7]1[CH2:23][C:24]1[CH:29]=[CH:28][CH:27]=[C:26]([O:30][CH3:31])[CH:25]=1)=[O:5])[CH3:2]. The catalyst class is: 17. (2) Reactant: C(OC([N:8]1[CH2:13][CH2:12][CH:11]([CH2:14][O:15][C:16]2[CH:39]=[CH:38][C:19]3[N:20]=[CH:21][N:22]([C:23]4[S:24][C:25]([C:35](=[O:37])[NH2:36])=[C:26]([C:28]5[CH:33]=[CH:32][CH:31]=[C:30]([Cl:34])[CH:29]=5)[N:27]=4)[C:18]=3[CH:17]=2)[CH2:10][CH2:9]1)=O)(C)(C)C.ClCCl.FC(F)(F)C(O)=O. Product: [Cl:34][C:30]1[CH:29]=[C:28]([C:26]2[N:27]=[C:23]([N:22]3[C:18]4[CH:17]=[C:16]([O:15][CH2:14][CH:11]5[CH2:10][CH2:9][NH:8][CH2:13][CH2:12]5)[CH:39]=[CH:38][C:19]=4[N:20]=[CH:21]3)[S:24][C:25]=2[C:35]([NH2:36])=[O:37])[CH:33]=[CH:32][CH:31]=1. The catalyst class is: 4. (3) Reactant: C([Li])CCC.[Br:6][C:7]1[CH:12]=[CH:11][CH:10]=[C:9](I)[CH:8]=1.[C:14]([N:21]1[CH2:26][CH2:25][CH2:24][C:23](=[O:27])[CH2:22]1)([O:16][C:17]([CH3:20])([CH3:19])[CH3:18])=[O:15]. Product: [C:17]([O:16][C:14]([N:21]1[CH2:26][CH2:25][CH2:24][C:23]([C:9]2[CH:10]=[CH:11][CH:12]=[C:7]([Br:6])[CH:8]=2)([OH:27])[CH2:22]1)=[O:15])([CH3:20])([CH3:18])[CH3:19]. The catalyst class is: 1. (4) Reactant: [Br:1][C:2]1[CH:11]=[CH:10][C:9]2[C:4](=[CH:5][CH:6]=[C:7]([OH:12])[CH:8]=2)[CH:3]=1.N1C=CN=C1.[CH3:18][C:19]([Si:22](Cl)([CH3:24])[CH3:23])([CH3:21])[CH3:20].O. Product: [Br:1][C:2]1[CH:11]=[CH:10][C:9]2[C:4](=[CH:5][CH:6]=[C:7]([O:12][Si:22]([C:19]([CH3:21])([CH3:20])[CH3:18])([CH3:24])[CH3:23])[CH:8]=2)[CH:3]=1. The catalyst class is: 3. (5) Reactant: [Cl:1][C:2]1[N:11]=[CH:10][CH:9]=[C:8]2[C:3]=1[CH:4]=[C:5]([C:30]1[CH:35]=[CH:34][CH:33]=[CH:32][CH:31]=1)[C:6]([C:12]1[CH:17]=[CH:16][C:15]([C:18]3([NH:22]C(=O)OC(C)(C)C)[CH2:21][CH2:20][CH2:19]3)=[CH:14][CH:13]=1)=[N:7]2.Cl.CCOC(C)=O. Product: [Cl:1][C:2]1[N:11]=[CH:10][CH:9]=[C:8]2[C:3]=1[CH:4]=[C:5]([C:30]1[CH:31]=[CH:32][CH:33]=[CH:34][CH:35]=1)[C:6]([C:12]1[CH:13]=[CH:14][C:15]([C:18]3([NH2:22])[CH2:19][CH2:20][CH2:21]3)=[CH:16][CH:17]=1)=[N:7]2. The catalyst class is: 2. (6) Reactant: CO[C:3](=O)[CH3:4].[CH3:6][O:7][C:8](=[O:28])[CH2:9][C:10]1[CH:15]=[CH:14][C:13]([O:16][C:17]2[CH:22]=[CH:21][C:20]([C:23]([F:26])([F:25])[F:24])=[CH:19][C:18]=2[NH2:27])=[CH:12][CH:11]=1.C(=O)([O-])[O-].[K+].[K+].[C:35]1(C)[C:36]([S:41](Cl)(=[O:43])=[O:42])=[CH:37][CH:38]=C[CH:40]=1.Cl. Product: [CH3:6][O:7][C:8](=[O:28])[CH2:9][C:10]1[CH:15]=[CH:14][C:13]([O:16][C:17]2[CH:22]=[CH:21][C:20]([C:23]([F:25])([F:24])[F:26])=[CH:19][C:18]=2[NH:27][S:41]([C:36]2[CH:37]=[CH:38][C:3]([CH3:4])=[CH:40][CH:35]=2)(=[O:43])=[O:42])=[CH:12][CH:11]=1. The catalyst class is: 84.